From a dataset of NCI-60 drug combinations with 297,098 pairs across 59 cell lines. Regression. Given two drug SMILES strings and cell line genomic features, predict the synergy score measuring deviation from expected non-interaction effect. (1) Drug 1: C1CN1P(=S)(N2CC2)N3CC3. Drug 2: CC=C1C(=O)NC(C(=O)OC2CC(=O)NC(C(=O)NC(CSSCCC=C2)C(=O)N1)C(C)C)C(C)C. Cell line: SN12C. Synergy scores: CSS=27.2, Synergy_ZIP=-2.66, Synergy_Bliss=2.89, Synergy_Loewe=-10.3, Synergy_HSA=2.52. (2) Drug 1: CC1=C2C(C(=O)C3(C(CC4C(C3C(C(C2(C)C)(CC1OC(=O)C(C(C5=CC=CC=C5)NC(=O)OC(C)(C)C)O)O)OC(=O)C6=CC=CC=C6)(CO4)OC(=O)C)OC)C)OC. Drug 2: CCC(=C(C1=CC=CC=C1)C2=CC=C(C=C2)OCCN(C)C)C3=CC=CC=C3.C(C(=O)O)C(CC(=O)O)(C(=O)O)O. Cell line: NCIH23. Synergy scores: CSS=68.7, Synergy_ZIP=8.89, Synergy_Bliss=9.80, Synergy_Loewe=-34.2, Synergy_HSA=10.2. (3) Cell line: HOP-62. Drug 1: CC12CCC3C(C1CCC2=O)CC(=C)C4=CC(=O)C=CC34C. Synergy scores: CSS=25.8, Synergy_ZIP=0.673, Synergy_Bliss=3.13, Synergy_Loewe=-3.11, Synergy_HSA=3.02. Drug 2: C1CN(CCN1C(=O)CCBr)C(=O)CCBr.